The task is: Predict the reactants needed to synthesize the given product.. This data is from Full USPTO retrosynthesis dataset with 1.9M reactions from patents (1976-2016). (1) Given the product [Br:1][C:2]1[CH:3]=[C:4]([NH:5][C:10]([NH2:11])=[S:9])[CH:6]=[CH:7][CH:8]=1, predict the reactants needed to synthesize it. The reactants are: [Br:1][C:2]1[CH:3]=[C:4]([CH:6]=[CH:7][CH:8]=1)[NH2:5].[S-:9][C:10]#[N:11].[NH4+].S([O-])(O)=O.[Na+].C(Cl)(Cl)Cl. (2) Given the product [Cl:1][C:2]1[CH:10]=[CH:9][C:8]([O:11][C:12]([F:14])([F:15])[F:13])=[C:7]2[C:3]=1[C:4]([C:20](=[O:21])[C:22]([F:25])([F:24])[F:23])=[CH:5][N:6]2[CH2:16][CH2:17][O:18][CH3:19], predict the reactants needed to synthesize it. The reactants are: [Cl:1][C:2]1[CH:10]=[CH:9][C:8]([O:11][C:12]([F:15])([F:14])[F:13])=[C:7]2[C:3]=1[CH:4]=[CH:5][N:6]2[CH2:16][CH2:17][O:18][CH3:19].[C:20](O[C:20]([C:22]([F:25])([F:24])[F:23])=[O:21])([C:22]([F:25])([F:24])[F:23])=[O:21]. (3) Given the product [CH2:1]([C@@:4]1([CH3:35])[CH2:9][C@H:8]([C:10]2[CH:15]=[CH:14][CH:13]=[C:12]([Cl:16])[CH:11]=2)[C@@H:7]([C:17]2[CH:18]=[CH:19][C:20]([Cl:23])=[CH:21][CH:22]=2)[N:6]([CH:24]([CH2:32][CH3:33])[C:25]([OH:27])=[O:26])[C:5]1=[O:34])[CH:2]=[CH2:3], predict the reactants needed to synthesize it. The reactants are: [CH2:1]([C@@:4]1([CH3:35])[CH2:9][C@H:8]([C:10]2[CH:15]=[CH:14][CH:13]=[C:12]([Cl:16])[CH:11]=2)[C@@H:7]([C:17]2[CH:22]=[CH:21][C:20]([Cl:23])=[CH:19][CH:18]=2)[N:6]([C@@H:24]([CH2:32][CH3:33])[C:25]([O:27]C(C)(C)C)=[O:26])[C:5]1=[O:34])[CH:2]=[CH2:3].C1(OC)C=CC=CC=1.C(O)(C(F)(F)F)=O. (4) Given the product [Cl:1][C:2]1[N:3]=[C:4]([NH:12][C:13]2[CH:18]=[CH:17][C:16]([N:19]3[CH2:24][CH2:23][N:22]([CH3:25])[CH2:21][CH2:20]3)=[CH:15][CH:14]=2)[C:5]([C:8]([NH:29][O:28][CH3:27])=[O:9])=[N:6][CH:7]=1, predict the reactants needed to synthesize it. The reactants are: [Cl:1][C:2]1[N:3]=[C:4]([NH:12][C:13]2[CH:18]=[CH:17][C:16]([N:19]3[CH2:24][CH2:23][N:22]([CH3:25])[CH2:21][CH2:20]3)=[CH:15][CH:14]=2)[C:5]([C:8](OC)=[O:9])=[N:6][CH:7]=1.Cl.[CH3:27][O:28][NH2:29].C[Si](C)(C)[N-][Si](C)(C)C.[Li+].C(=O)([O-])O.[Na+]. (5) Given the product [CH:1]1([CH2:4][C:5](=[O:15])[CH2:6][C:7]2[CH:12]=[CH:11][N:10]=[C:9]([S:13]([CH3:14])=[O:24])[N:8]=2)[CH2:3][CH2:2]1, predict the reactants needed to synthesize it. The reactants are: [CH:1]1([CH2:4][C:5](=[O:15])[CH2:6][C:7]2[CH:12]=[CH:11][N:10]=[C:9]([S:13][CH3:14])[N:8]=2)[CH2:3][CH2:2]1.C1C=C(Cl)C=C(C(OO)=[O:24])C=1.